This data is from Forward reaction prediction with 1.9M reactions from USPTO patents (1976-2016). The task is: Predict the product of the given reaction. (1) Given the reactants [F:1][C:2]1[CH:28]=[CH:27][C:5]([CH2:6][N:7]2[C:18](=[O:19])[C:16]3[N:17]4[C:12](=[C:13]([C:23]([O:25]C)=[O:24])[C:14](=[O:22])[C:15]=3[O:20][CH3:21])[CH2:11][CH2:10][CH:9]4[CH2:8]2)=[CH:4][CH:3]=1.[Li+].[OH-].O, predict the reaction product. The product is: [F:1][C:2]1[CH:3]=[CH:4][C:5]([CH2:6][N:7]2[C:18](=[O:19])[C:16]3[N:17]4[C:12](=[C:13]([C:23]([OH:25])=[O:24])[C:14](=[O:22])[C:15]=3[O:20][CH3:21])[CH2:11][CH2:10][CH:9]4[CH2:8]2)=[CH:27][CH:28]=1. (2) Given the reactants [Cl:1][C:2]1[CH:3]=[C:4](B(O)O)[CH:5]=[CH:6][C:7]=1[F:8].[NH2:12][C:13]1[C:14]([C:20]([NH:22][C:23]2[CH:24]=[N:25][CH:26]=[CH:27][C:28]=2[CH2:29][CH2:30][N:31]2[CH2:35][CH2:34][CH2:33][CH2:32]2)=[O:21])=[N:15][C:16](Br)=[CH:17][N:18]=1, predict the reaction product. The product is: [NH2:12][C:13]1[C:14]([C:20]([NH:22][C:23]2[CH:24]=[N:25][CH:26]=[CH:27][C:28]=2[CH2:29][CH2:30][N:31]2[CH2:35][CH2:34][CH2:33][CH2:32]2)=[O:21])=[N:15][C:16]([C:4]2[CH:5]=[CH:6][C:7]([F:8])=[C:2]([Cl:1])[CH:3]=2)=[CH:17][N:18]=1. (3) Given the reactants [C:1]([O:5][C:6](=[O:37])[CH2:7][C@@H:8]1[N:14]([C:15]([O:17][C:18]([CH3:21])([CH3:20])[CH3:19])=[O:16])[C:13](=[O:22])[C:12]2[CH:23]=[C:24]([C:27]3[CH:28]=[N:29][N:30]([CH3:32])[CH:31]=3)[CH:25]=[CH:26][C:11]=2[C:10]2[C:33]([CH3:36])=[N:34][O:35][C:9]1=2)([CH3:4])([CH3:3])[CH3:2].[Cl:38][C:39]1[CH:44]=[CH:43][C:42]([Mg]Br)=[CH:41][CH:40]=1.Cl.CCOC(C)=O, predict the reaction product. The product is: [C:18]([O:17][C:15]([NH:14][C@H:8]([C:9]1[O:35][N:34]=[C:33]([CH3:36])[C:10]=1[C:11]1[CH:26]=[CH:25][C:24]([C:27]2[CH:28]=[N:29][N:30]([CH3:32])[CH:31]=2)=[CH:23][C:12]=1[C:13](=[O:22])[C:42]1[CH:43]=[CH:44][C:39]([Cl:38])=[CH:40][CH:41]=1)[CH2:7][C:6]([O:5][C:1]([CH3:3])([CH3:2])[CH3:4])=[O:37])=[O:16])([CH3:19])([CH3:20])[CH3:21].